This data is from Full USPTO retrosynthesis dataset with 1.9M reactions from patents (1976-2016). The task is: Predict the reactants needed to synthesize the given product. (1) Given the product [O:1]=[C:2]1[CH:8]([CH2:9][C:10]([OH:12])=[O:11])[CH2:7][C:6]2[CH:13]=[CH:14][C:15]([O:17][CH2:18][CH2:19][CH2:20][NH:21][C:29]3[CH:34]=[CH:33][CH:32]=[CH:31][N:30]=3)=[CH:16][C:5]=2[CH2:4][N:3]1[CH2:35][C:36]1[CH:37]=[CH:38][C:39]([C:42]([F:45])([F:43])[F:44])=[CH:40][CH:41]=1, predict the reactants needed to synthesize it. The reactants are: [O:1]=[C:2]1[CH:8]([CH2:9][C:10]([OH:12])=[O:11])[CH2:7][C:6]2[CH:13]=[CH:14][C:15]([O:17][CH2:18][CH2:19][CH2:20][N:21]([C:29]3[CH:34]=[CH:33][CH:32]=[CH:31][N:30]=3)C(OC(C)(C)C)=O)=[CH:16][C:5]=2[CH2:4][N:3]1[CH2:35][C:36]1[CH:41]=[CH:40][C:39]([C:42]([F:45])([F:44])[F:43])=[CH:38][CH:37]=1.Cl. (2) Given the product [F:27][C@@H:11]1[CH2:10][N:9]([C:14]([O:16][C:17]([CH3:20])([CH3:19])[CH3:18])=[O:15])[C@@H:8]([C:4]2[CH:5]=[CH:6][CH:7]=[C:2]([F:1])[CH:3]=2)[CH2:12]1.[F:27][C@@H:11]1[CH2:10][N:9]([C:14]([O:16][C:17]([CH3:20])([CH3:19])[CH3:18])=[O:15])[C@H:8]([C:4]2[CH:5]=[CH:6][CH:7]=[C:2]([F:1])[CH:3]=2)[CH2:12]1, predict the reactants needed to synthesize it. The reactants are: [F:1][C:2]1[CH:3]=[C:4]([CH:8]2[CH2:12][C@@H:11](O)[CH2:10][N:9]2[C:14]([O:16][C:17]([CH3:20])([CH3:19])[CH3:18])=[O:15])[CH:5]=[CH:6][CH:7]=1.CCN(S(F)(F)[F:27])CC.C([O-])(O)=O.[Na+]. (3) Given the product [CH3:21][CH:20]([S:17]([C:9]1[CH:10]=[C:11]2[C:6](=[CH:7][C:8]=1[O:23][CH3:24])[N:5]=[C:4]([C:25]1[CH:30]=[CH:29][CH:28]=[C:27]([C:31]([F:33])([F:32])[F:34])[CH:26]=1)[C:3]([CH2:2][N:35]1[CH2:40][CH2:39][CH:38]([N:41]3[CH2:46][CH2:45][O:44][CH2:43][CH2:42]3)[CH2:37][CH2:36]1)=[C:12]2[C:13]([O:15][CH3:16])=[O:14])(=[O:19])=[O:18])[CH3:22], predict the reactants needed to synthesize it. The reactants are: Br[CH2:2][C:3]1[C:4]([C:25]2[CH:30]=[CH:29][CH:28]=[C:27]([C:31]([F:34])([F:33])[F:32])[CH:26]=2)=[N:5][C:6]2[C:11]([C:12]=1[C:13]([O:15][CH3:16])=[O:14])=[CH:10][C:9]([S:17]([CH:20]([CH3:22])[CH3:21])(=[O:19])=[O:18])=[C:8]([O:23][CH3:24])[CH:7]=2.[NH:35]1[CH2:40][CH2:39][CH:38]([N:41]2[CH2:46][CH2:45][O:44][CH2:43][CH2:42]2)[CH2:37][CH2:36]1. (4) Given the product [Cl:1][C:2]1[CH:3]=[C:4]([CH:10]([C:24]([F:25])([F:26])[F:27])/[CH:11]=[CH:12]/[C:13]2[CH:14]=[C:15]3[C:19](=[CH:20][CH:21]=2)[N:18]([NH2:22])[CH2:17][CH2:16]3)[CH:5]=[C:6]([Cl:9])[C:7]=1[F:8], predict the reactants needed to synthesize it. The reactants are: [Cl:1][C:2]1[CH:3]=[C:4]([CH:10]([C:24]([F:27])([F:26])[F:25])/[CH:11]=[CH:12]/[C:13]2[CH:14]=[C:15]3[C:19](=[CH:20][CH:21]=2)[N:18]([N:22]=O)[CH2:17][CH2:16]3)[CH:5]=[C:6]([Cl:9])[C:7]=1[F:8].[NH4+].[Cl-]. (5) Given the product [O:18]=[C:14]1[N:13]([CH2:12][C:9]2[CH:10]=[C:11]3[C:6](=[CH:7][CH:8]=2)[NH:5][C:4](=[O:19])[CH2:3]3)[CH2:17][CH2:16][O:15]1, predict the reactants needed to synthesize it. The reactants are: CS[CH:3]1[C:11]2[C:6](=[CH:7][CH:8]=[C:9]([CH2:12][N:13]3[CH2:17][CH2:16][O:15][C:14]3=[O:18])[CH:10]=2)[NH:5][C:4]1=[O:19]. (6) Given the product [NH:29]1[CH2:28][CH2:27][CH:26]([N:24]2[CH:25]=[C:21]([C:33]3[CH:34]=[C:35]([C:39]4[CH:44]=[C:43]([C:45]([OH:48])([CH3:47])[CH3:46])[N:42]=[C:41]([C:49]5[CH:54]=[CH:53][CH:52]=[CH:51][N:50]=5)[CH:40]=4)[CH:36]=[N:37][CH:38]=3)[CH:22]=[N:23]2)[CH2:31][CH2:30]1, predict the reactants needed to synthesize it. The reactants are: CNC1N=C(C2C=CC=CN=2)C=C(C2C=NC=C([C:21]3[CH:22]=[N:23][N:24]([CH:26]4[CH2:31][CH2:30][NH:29][CH2:28][CH2:27]4)[CH:25]=3)C=2)C=1.Br[C:33]1[CH:34]=[C:35]([C:39]2[CH:44]=[C:43]([C:45]([OH:48])([CH3:47])[CH3:46])[N:42]=[C:41]([C:49]3[CH:54]=[CH:53][CH:52]=[CH:51][N:50]=3)[CH:40]=2)[CH:36]=[N:37][CH:38]=1. (7) Given the product [F:20][C:21]1[CH:22]=[C:23]([C:2]2[C:11]3[C:6](=[CH:7][C:8]([O:12][CH3:13])=[CH:9][CH:10]=3)[CH:5]=[C:4]([NH:14][C:15]3[CH:19]=[CH:18][NH:17][N:16]=3)[N:3]=2)[CH:24]=[CH:25][C:26]=1[F:27], predict the reactants needed to synthesize it. The reactants are: Cl[C:2]1[C:11]2[C:6](=[CH:7][C:8]([O:12][CH3:13])=[CH:9][CH:10]=2)[CH:5]=[C:4]([NH:14][C:15]2[CH:19]=[CH:18][NH:17][N:16]=2)[N:3]=1.[F:20][C:21]1[CH:22]=[C:23](B(O)O)[CH:24]=[CH:25][C:26]=1[F:27]. (8) Given the product [CH2:33]([O:32][C:30]([C:29]1[CH:28]=[C:27]([CH:42]=[CH:41][CH:40]=1)[CH2:26][N:8]1[C:43](=[O:44])[C:10]2([CH2:11][CH2:12][N:13]([C:16]([O:18][C:19]([CH3:22])([CH3:20])[CH3:21])=[O:17])[CH2:14][CH2:15]2)[N:6]([C:5]2[CH:23]=[CH:24][CH:2]=[CH:3][CH:4]=2)[CH2:7]1)=[O:31])[C:34]1[CH:39]=[CH:38][CH:37]=[CH:36][CH:35]=1, predict the reactants needed to synthesize it. The reactants are: Cl[C:2]1[CH:24]=[CH:23][C:5]2[N:6]([CH:10]3[CH2:15][CH2:14][N:13]([C:16]([O:18][C:19]([CH3:22])([CH3:21])[CH3:20])=[O:17])[CH2:12][CH2:11]3)[C:7](=O)[NH:8][C:4]=2[CH:3]=1.Cl[CH2:26][C:27]1[CH:28]=[C:29]([CH:40]=[CH:41][CH:42]=1)[C:30]([O:32][CH2:33][C:34]1[CH:39]=[CH:38][CH:37]=[CH:36][CH:35]=1)=[O:31].[C:43](=O)([O-])[O-:44].[K+].[K+]. (9) The reactants are: [F:1][C:2]1[CH:3]=[C:4]2[C:8](=[CH:9][CH:10]=1)[NH:7][N:6]=[C:5]2[I:11].[F:12][C:13]([F:17])([F:16])[CH2:14]I. Given the product [F:1][C:2]1[CH:3]=[C:4]2[C:8](=[CH:9][CH:10]=1)[N:7]([CH2:14][C:13]([F:17])([F:16])[F:12])[N:6]=[C:5]2[I:11], predict the reactants needed to synthesize it.